Task: Predict the reactants needed to synthesize the given product.. Dataset: Full USPTO retrosynthesis dataset with 1.9M reactions from patents (1976-2016) (1) Given the product [CH:1]1([NH:7][C:26]([C:16]2[N:17]([CH3:25])[C:18]([C:19]3[CH:24]=[CH:23][CH:22]=[CH:21][CH:20]=3)=[C:14]([C:8]3[CH:13]=[CH:12][CH:11]=[CH:10][CH:9]=3)[N:15]=2)=[O:27])[CH2:6][CH2:5][CH2:4][CH2:3][CH2:2]1, predict the reactants needed to synthesize it. The reactants are: [CH:1]1([NH2:7])[CH2:6][CH2:5][CH2:4][CH2:3][CH2:2]1.[C:8]1([C:14]2[N:15]=[C:16]([C:26](O)=[O:27])[N:17]([CH3:25])[C:18]=2[C:19]2[CH:24]=[CH:23][CH:22]=[CH:21][CH:20]=2)[CH:13]=[CH:12][CH:11]=[CH:10][CH:9]=1. (2) Given the product [Cl:8][C:7]1[CH:6]=[CH:5][C:4](/[CH:36]=[CH:16]/[C:11]([O:13][CH2:14][CH3:15])=[O:12])=[N:3][C:2]=1[Cl:1], predict the reactants needed to synthesize it. The reactants are: [Cl:1][C:2]1[C:7]([Cl:8])=[CH:6][C:5](C=O)=[CH:4][N:3]=1.[C:11]([CH:16]=P(C1C=CC=CC=1)(C1C=CC=CC=1)C1C=CC=CC=1)([O:13][CH2:14][CH3:15])=[O:12].[C:36]1(C)C=CC=CC=1. (3) Given the product [CH2:15]([O:14][C:9]1[CH:10]=[C:11]([CH:12]=[CH:13][C:8]=1[O:7][CH2:1][CH2:2][CH2:3][CH2:4][CH2:5][CH3:6])[CH:29]=[O:30])[CH2:16][CH2:17][CH2:18][CH2:19][CH3:20], predict the reactants needed to synthesize it. The reactants are: [CH2:1]([O:7][C:8]1[CH:13]=[CH:12][CH:11]=[CH:10][C:9]=1[O:14][CH2:15][CH2:16][CH2:17][CH2:18][CH2:19][CH3:20])[CH2:2][CH2:3][CH2:4][CH2:5][CH3:6].CN([CH:29]=[O:30])C1C=CC=CC=1.P(Cl)(Cl)(Cl)=O. (4) The reactants are: [Cl:1][C:2]1[CH:37]=[CH:36][C:5]([CH2:6][C@@H:7]([NH:28][CH:29]2[CH2:34][CH2:33][C:32](=O)[CH2:31][CH2:30]2)[C:8]([N:10]2[CH2:15][CH2:14][C:13]([CH:22]3[CH2:27][CH2:26][CH2:25][CH2:24][CH2:23]3)([CH2:16][N:17]3[CH:21]=[N:20][CH:19]=[N:18]3)[CH2:12][CH2:11]2)=[O:9])=[CH:4][CH:3]=1.[CH2:38]1[C:46]2[C:41](=[CH:42][CH:43]=[CH:44][CH:45]=2)[CH2:40][NH:39]1.C(O[BH-](OC(=O)C)OC(=O)C)(=O)C.[Na+]. Given the product [Cl:1][C:2]1[CH:37]=[CH:36][C:5]([CH2:6][C@@H:7]([NH:28][CH:29]2[CH2:34][CH2:33][CH:32]([N:39]3[CH2:40][C:41]4[C:46](=[CH:45][CH:44]=[CH:43][CH:42]=4)[CH2:38]3)[CH2:31][CH2:30]2)[C:8]([N:10]2[CH2:15][CH2:14][C:13]([CH:22]3[CH2:27][CH2:26][CH2:25][CH2:24][CH2:23]3)([CH2:16][N:17]3[CH:21]=[N:20][CH:19]=[N:18]3)[CH2:12][CH2:11]2)=[O:9])=[CH:4][CH:3]=1, predict the reactants needed to synthesize it. (5) Given the product [Br:1][C:2]1[CH:7]=[CH:6][C:5]2[O:8][C:18]([C:15]3[CH:16]=[CH:17][C:12]([O:11][CH3:10])=[CH:13][CH:14]=3)=[CH:19][C:4]=2[CH:3]=1, predict the reactants needed to synthesize it. The reactants are: [Br:1][C:2]1[CH:7]=[CH:6][C:5]([OH:8])=[C:4](I)[CH:3]=1.[CH3:10][O:11][C:12]1[CH:17]=[CH:16][C:15]([C:18]#[CH:19])=[CH:14][CH:13]=1.O. (6) Given the product [F:1][C:2]1[CH:3]=[C:4]([CH:5]=[CH:6][CH:7]=1)[CH:11]=[CH:10][C:9]([O:13][CH3:14])=[O:12], predict the reactants needed to synthesize it. The reactants are: [F:1][C:2]1[CH:3]=[C:4](I)[CH:5]=[CH:6][CH:7]=1.[C:9]([O:13][CH3:14])(=[O:12])[CH:10]=[CH2:11].C(N(CC)CC)C.C([O-])(=O)C.